Dataset: Reaction yield outcomes from USPTO patents with 853,638 reactions. Task: Predict the reaction yield, written as a fraction of the theoretical maximum amount of product (1.0 means a 100% yield; for example, 0.34 means a 34% yield). (1) The product is [OH:1][CH:2]1[CH:8]2[CH2:9][C:5]([C:10]3[NH:14][C:15]4[C:16](=[O:29])[N:17]([CH2:26][CH2:27][CH3:28])[C:18](=[O:25])[N:19]([CH2:22][CH2:23][CH3:24])[C:20]=4[N:21]=3)([CH2:6][CH2:7]2)[CH2:4][CH2:3]1. The reactants are [OH:1][CH:2]1[CH:8]2[CH2:9][C:5]([C:10](O)=O)([CH2:6][CH2:7]2)[CH2:4][CH2:3]1.Cl.[NH2:14][C:15]1[C:16](=[O:29])[N:17]([CH2:26][CH2:27][CH3:28])[C:18](=[O:25])[N:19]([CH2:22][CH2:23][CH3:24])[C:20]=1[NH2:21]. The yield is 0.440. No catalyst specified. (2) The reactants are [NH2:1][C:2]1[N:3]=[CH:4][C:5]([C:13]2[CH:14]=[C:15]([CH:20]=[CH:21][CH:22]=2)[C:16]([O:18]C)=[O:17])=[N:6][C:7]=1[C:8]([NH:10][CH2:11][CH3:12])=[O:9].[OH-].[Na+]. The catalyst is CO. The product is [NH2:1][C:2]1[N:3]=[CH:4][C:5]([C:13]2[CH:14]=[C:15]([CH:20]=[CH:21][CH:22]=2)[C:16]([OH:18])=[O:17])=[N:6][C:7]=1[C:8]([NH:10][CH2:11][CH3:12])=[O:9]. The yield is 0.970. (3) The reactants are Cl[C:2]1[CH:7]=[C:6]([F:8])[C:5]([N+:9]([O-])=O)=[CH:4][C:3]=1[OH:12]. The catalyst is CCO.[Pd]. The product is [NH2:9][C:5]1[CH:4]=[C:3]([OH:12])[CH:2]=[CH:7][C:6]=1[F:8]. The yield is 0.700.